Task: Predict which catalyst facilitates the given reaction.. Dataset: Catalyst prediction with 721,799 reactions and 888 catalyst types from USPTO (1) Reactant: [F:1][C:2]1[CH:14]=[CH:13][C:5]2[C:6]([CH3:12])=[C:7]([C:9](O)=[O:10])[S:8][C:4]=2[CH:3]=1.C(N1C=CN=C1)(N1C=CN=C1)=O.[CH3:27][NH:28][O:29][CH3:30]. The catalyst class is: 2. Product: [F:1][C:2]1[CH:14]=[CH:13][C:5]2[C:6]([CH3:12])=[C:7]([C:9]([N:28]([CH3:27])[O:29][CH3:30])=[O:10])[S:8][C:4]=2[CH:3]=1. (2) Reactant: [I:1]Cl.[N-:3]=[N+:4]=[N-:5].[Na+].[OH:7][CH2:8][CH:9]([CH2:22][OH:23])[CH2:10][CH2:11][N:12]1[CH:19]=[C:18]([CH:20]=[CH2:21])[C:16](=[O:17])[NH:15][C:13]1=[O:14].C(Cl)(Cl)Cl.CO. Product: [OH:7][CH2:8][CH:9]([CH2:22][OH:23])[CH2:10][CH2:11][N:12]1[CH:19]=[C:18]([CH:20]([N:3]=[N+:4]=[N-:5])[CH2:21][I:1])[C:16](=[O:17])[NH:15][C:13]1=[O:14]. The catalyst class is: 10. (3) Reactant: [F:1][C:2]1[CH:7]=[CH:6][C:5]([O:8][C:9]2[CH:14]=[CH:13][C:12]([N+:15]([O-])=O)=[CH:11][CH:10]=2)=[CH:4][CH:3]=1.[H][H]. The catalyst class is: 43. Product: [F:1][C:2]1[CH:7]=[CH:6][C:5]([O:8][C:9]2[CH:14]=[CH:13][C:12]([NH2:15])=[CH:11][CH:10]=2)=[CH:4][CH:3]=1. (4) Reactant: [CH2:1]([P:3](=[O:6])([OH:5])[OH:4])[CH3:2].O.O.O.O.O.O.[Cl-].[Al+3:14].[Cl-].[Cl-]. Product: [Al+3:14].[CH2:1]([P:3](=[O:4])([O-:6])[O-:5])[CH3:2].[CH2:1]([P:3](=[O:4])([O-:6])[O-:5])[CH3:2].[CH2:1]([P:3](=[O:4])([O-:6])[O-:5])[CH3:2].[Al+3:14]. The catalyst class is: 6. (5) Reactant: [CH3:1][O:2][C:3](=[O:21])[C@@H:4]([NH:13][C:14]([O:16][C:17]([CH3:20])([CH3:19])[CH3:18])=[O:15])[CH2:5][C:6]1[CH:11]=[CH:10][C:9](Br)=[CH:8][CH:7]=1.[B:22]1([B:22]2[O:26][C:25]([CH3:28])([CH3:27])[C:24]([CH3:30])([CH3:29])[O:23]2)[O:26][C:25]([CH3:28])([CH3:27])[C:24]([CH3:30])([CH3:29])[O:23]1.CC([O-])=O.[K+]. The catalyst class is: 151. Product: [CH3:1][O:2][C:3](=[O:21])[C@@H:4]([NH:13][C:14]([O:16][C:17]([CH3:20])([CH3:19])[CH3:18])=[O:15])[CH2:5][C:6]1[CH:11]=[CH:10][C:9]([B:22]2[O:26][C:25]([CH3:28])([CH3:27])[C:24]([CH3:30])([CH3:29])[O:23]2)=[CH:8][CH:7]=1. (6) Reactant: [F:1][C:2]1[CH:10]=[C:9]2[C:5]([C:6]([C:20]3[CH:21]=[C:22]4[C:26](=[CH:27][CH:28]=3)[N:25]([CH:29]3[CH2:34][CH2:33][N:32]([C:35]([O:37][C:38]([CH3:41])([CH3:40])[CH3:39])=[O:36])[CH2:31][CH2:30]3)[N:24]=[CH:23]4)=[CH:7][N:8]2S(C2C=CC=CC=2)(=O)=O)=[CH:4][CH:3]=1.[OH-].[Na+]. Product: [F:1][C:2]1[CH:10]=[C:9]2[C:5]([C:6]([C:20]3[CH:21]=[C:22]4[C:26](=[CH:27][CH:28]=3)[N:25]([CH:29]3[CH2:30][CH2:31][N:32]([C:35]([O:37][C:38]([CH3:41])([CH3:40])[CH3:39])=[O:36])[CH2:33][CH2:34]3)[N:24]=[CH:23]4)=[CH:7][NH:8]2)=[CH:4][CH:3]=1. The catalyst class is: 24. (7) Reactant: [NH2:1][C:2]1[C:3]2[N:14]([CH2:15][O:16][CH2:17][C:18]3[CH:23]=[CH:22][CH:21]=[CH:20][CH:19]=3)[CH:13]=[C:12]([C:24]#[C:25][CH2:26][CH2:27][CH2:28][CH:29]=O)[C:4]=2[N:5]=[C:6]([CH2:8][CH2:9][CH2:10][CH3:11])[N:7]=1.[NH:31]1[CH2:35][CH2:34][CH2:33][CH2:32]1.C(O[BH-](OC(=O)C)OC(=O)C)(=O)C.[Na+]. Product: [CH2:17]([O:16][CH2:15][N:14]1[C:3]2[C:2]([NH2:1])=[N:7][C:6]([CH2:8][CH2:9][CH2:10][CH3:11])=[N:5][C:4]=2[C:12]([C:24]#[C:25][CH2:26][CH2:27][CH2:28][CH2:29][N:31]2[CH2:35][CH2:34][CH2:33][CH2:32]2)=[CH:13]1)[C:18]1[CH:23]=[CH:22][CH:21]=[CH:20][CH:19]=1. The catalyst class is: 4. (8) Reactant: CC1C=CC(S(O[CH2:12][CH2:13][C@@H:14]2[CH2:16][C@@H:15]2[CH:17]2[CH2:22][CH2:21][N:20]([C:23]3[N:28]=[CH:27][C:26]([Cl:29])=[CH:25][N:24]=3)[CH2:19][CH2:18]2)(=O)=O)=CC=1.[N-:30]=[N+:31]=[N-:32].[Na+].O. Product: [N:30]([CH2:12][CH2:13][C@@H:14]1[CH2:16][C@@H:15]1[CH:17]1[CH2:22][CH2:21][N:20]([C:23]2[N:28]=[CH:27][C:26]([Cl:29])=[CH:25][N:24]=2)[CH2:19][CH2:18]1)=[N+:31]=[N-:32]. The catalyst class is: 12.